From a dataset of Forward reaction prediction with 1.9M reactions from USPTO patents (1976-2016). Predict the product of the given reaction. (1) The product is: [NH2:1][C:4]1[CH:5]=[C:6](/[CH:10]=[CH:11]/[CH2:12][NH:13][C:14](=[O:20])[O:15][C:16]([CH3:18])([CH3:17])[CH3:19])[CH:7]=[N:8][CH:9]=1. Given the reactants [N+:1]([C:4]1[CH:5]=[C:6](/[CH:10]=[CH:11]/[CH2:12][NH:13][C:14](=[O:20])[O:15][C:16]([CH3:19])([CH3:18])[CH3:17])[CH:7]=[N:8][CH:9]=1)([O-])=O.C(O)C.[OH-].[K+], predict the reaction product. (2) Given the reactants [CH3:1][C:2]1[CH:7]=[CH:6][C:5]([S:8]([O:11][CH2:12][CH:13]2[CH2:17][C:16]3[CH:18]=[C:19]([CH:23]([CH3:25])[CH3:24])[CH:20]=[C:21](Br)[C:15]=3[O:14]2)(=[O:10])=[O:9])=[CH:4][CH:3]=1.C[C:27]1[CH:32]=[CH:31][CH:30]=[CH:29][C:28]=1B(O)O.C(C1C=CC=CC=1B1OC(C)(C)C(C)(C)O1)(C)C, predict the reaction product. The product is: [CH3:1][C:2]1[CH:7]=[CH:6][C:5]([S:8]([O:11][CH2:12][CH:13]2[CH2:17][C:16]3[CH:18]=[C:19]([CH:23]([CH3:25])[CH3:24])[CH:20]=[C:21]([C:27]4[CH:32]=[CH:31][CH:30]=[CH:29][CH:28]=4)[C:15]=3[O:14]2)(=[O:10])=[O:9])=[CH:4][CH:3]=1. (3) Given the reactants Cl[C:2]1[C:3]([NH2:9])=[N:4][CH:5]=[N:6][C:7]=1Cl.[NH2:10][C:11]1[CH:12]=[C:13]([OH:17])[CH:14]=[CH:15][CH:16]=1.[F:18][C:19]1[CH:39]=[CH:38][C:22]([CH2:23][N:24]2[CH:28]=[C:27](B3OC(C)(C)C(C)(C)O3)[CH:26]=[N:25]2)=[CH:21][CH:20]=1.[C:40](Cl)(=[O:43])[CH:41]=[CH2:42], predict the reaction product. The product is: [NH2:9][C:3]1[N:4]=[CH:5][N:6]=[C:7]([O:17][C:13]2[CH:12]=[C:11]([NH:10][C:40](=[O:43])[CH:41]=[CH2:42])[CH:16]=[CH:15][CH:14]=2)[C:2]=1[C:27]1[CH:26]=[N:25][N:24]([CH2:23][C:22]2[CH:21]=[CH:20][C:19]([F:18])=[CH:39][CH:38]=2)[CH:28]=1. (4) Given the reactants Cl[Sb-](Cl)(Cl)(Cl)(Cl)Cl.ClOC(N(C)C)=[N+](C)C.[Cl:17][C:18]1[CH:19]=[N:20][CH:21]=[C:22]([Cl:36])[C:23]=1[S:24][C:25]1[S:29][C:28]([C:30]([OH:32])=O)=[CH:27][C:26]=1[N+:33]([O-:35])=[O:34].[CH:37]([NH2:40])([CH3:39])[CH3:38].C(N(CC)CC)C, predict the reaction product. The product is: [Cl:36][C:22]1[CH:21]=[N:20][CH:19]=[C:18]([Cl:17])[C:23]=1[S:24][C:25]1[S:29][C:28]([C:30]([NH:40][CH:37]([CH3:39])[CH3:38])=[O:32])=[CH:27][C:26]=1[N+:33]([O-:35])=[O:34]. (5) Given the reactants C(OC([N:8]1[CH2:13][CH2:12][CH:11]([CH2:14][NH:15][C:16]([C:18]2[C:26]3[N:25]=[C:24]([CH:27]([CH3:29])[CH3:28])[NH:23][C:22]=3[CH:21]=[CH:20][CH:19]=2)=[O:17])[CH2:10][CH2:9]1)=O)(C)(C)C.FC(F)(F)C(O)=O, predict the reaction product. The product is: [NH:8]1[CH2:13][CH2:12][CH:11]([CH2:14][NH:15][C:16]([C:18]2[C:26]3[N:25]=[C:24]([CH:27]([CH3:29])[CH3:28])[NH:23][C:22]=3[CH:21]=[CH:20][CH:19]=2)=[O:17])[CH2:10][CH2:9]1.